This data is from Full USPTO retrosynthesis dataset with 1.9M reactions from patents (1976-2016). The task is: Predict the reactants needed to synthesize the given product. Given the product [CH2:1]([O:8][C:9]1[CH:10]=[CH:11][C:12]([C@@H:20]([O:41][Si:42]([C:45]([CH3:48])([CH3:47])[CH3:46])([CH3:44])[CH3:43])[CH2:21][N:22]([CH2:30][C:31]2[CH:40]=[CH:39][C:34]([C:35]([OH:37])=[O:36])=[CH:33][CH:32]=2)[C:23]([O:25][C:26]([CH3:29])([CH3:28])[CH3:27])=[O:24])=[C:13]2[C:18]=1[NH:17][C:16](=[O:19])[CH:15]=[CH:14]2)[C:2]1[CH:3]=[CH:4][CH:5]=[CH:6][CH:7]=1, predict the reactants needed to synthesize it. The reactants are: [CH2:1]([O:8][C:9]1[CH:10]=[CH:11][C:12]([C@@H:20]([O:41][Si:42]([C:45]([CH3:48])([CH3:47])[CH3:46])([CH3:44])[CH3:43])[CH2:21][N:22]([CH2:30][C:31]2[CH:40]=[CH:39][C:34]([C:35]([O:37]C)=[O:36])=[CH:33][CH:32]=2)[C:23]([O:25][C:26]([CH3:29])([CH3:28])[CH3:27])=[O:24])=[C:13]2[C:18]=1[NH:17][C:16](=[O:19])[CH:15]=[CH:14]2)[C:2]1[CH:7]=[CH:6][CH:5]=[CH:4][CH:3]=1.[OH-].[Na+].